Task: Predict which catalyst facilitates the given reaction.. Dataset: Catalyst prediction with 721,799 reactions and 888 catalyst types from USPTO (1) Reactant: [C:1]([S:5][S:6][CH2:7][CH:8]([NH:12][C:13]([O:15][CH2:16][CH:17]([CH3:19])[CH3:18])=[O:14])[C:9]([OH:11])=O)([CH3:4])([CH3:3])[CH3:2].CN(C(ON1N=NC2C=CC=NC1=2)=[N+](C)C)C.F[P-](F)(F)(F)(F)F.CCN(C(C)C)C(C)C.[C:53]([N:60]1[CH2:65][CH2:64][CH:63]([NH2:66])[CH2:62][CH2:61]1)([O:55][C:56]([CH3:59])([CH3:58])[CH3:57])=[O:54]. Product: [C:1]([S:5][S:6][CH2:7][CH:8]([NH:12][C:13]([O:15][CH2:16][CH:17]([CH3:19])[CH3:18])=[O:14])[C:9]([NH:66][CH:63]1[CH2:62][CH2:61][N:60]([C:53]([O:55][C:56]([CH3:59])([CH3:58])[CH3:57])=[O:54])[CH2:65][CH2:64]1)=[O:11])([CH3:2])([CH3:3])[CH3:4]. The catalyst class is: 3. (2) Reactant: C[O:2][C:3]([C:5]1[C:13]2[N:12]=[C:11]([C:14]3[CH:19]=[CH:18][C:17]([N+:20]([O-])=O)=[CH:16][CH:15]=3)[NH:10][C:9]=2[C:8]([O:23]C)=[CH:7][CH:6]=1)=[O:4].[H][H]. Product: [NH2:20][C:17]1[CH:16]=[CH:15][C:14]([C:11]2[NH:10][C:9]3[C:8]([OH:23])=[CH:7][CH:6]=[C:5]([C:3]([OH:4])=[O:2])[C:13]=3[N:12]=2)=[CH:19][CH:18]=1. The catalyst class is: 50. (3) Reactant: [NH2:1][C:2]1[CH:7]=[CH:6][C:5]([CH3:8])=[CH:4][C:3]=1[S:9]([NH2:12])(=[O:11])=[O:10].[Br:13][C:14]1[CH:19]=[CH:18][C:17]([CH2:20][CH2:21][S:22](Cl)(=[O:24])=[O:23])=[CH:16][CH:15]=1. Product: [Br:13][C:14]1[CH:15]=[CH:16][C:17]([CH2:20][CH2:21][S:22]([NH:1][C:2]2[CH:7]=[CH:6][C:5]([CH3:8])=[CH:4][C:3]=2[S:9]([NH2:12])(=[O:10])=[O:11])(=[O:24])=[O:23])=[CH:18][CH:19]=1. The catalyst class is: 300. (4) Reactant: [Br:1][C:2]1[CH:7]=[C:6]([CH2:8][OH:9])[CH:5]=[C:4]([CH3:10])[N:3]=1.CCN(C(C)C)C(C)C.[CH3:20][S:21](Cl)(=[O:23])=[O:22]. Product: [Br:1][C:2]1[CH:7]=[C:6]([CH2:8][O:9][S:21]([CH3:20])(=[O:23])=[O:22])[CH:5]=[C:4]([CH3:10])[N:3]=1. The catalyst class is: 4. (5) The catalyst class is: 6. Product: [CH2:24]([C:23]([CH2:22][CH2:21][CH:20]=[CH2:19])=[CH:10][C:8]([O:7][CH3:6])=[O:9])[CH3:25]. Reactant: O1CCCC1.[CH3:6][O:7][C:8]([CH2:10]P(OC)(OC)=O)=[O:9].[H-].[Na+].[CH3:19][CH2:20][C:21](=O)[CH2:22][CH2:23][CH:24]=[CH2:25]. (6) Reactant: [Br:1][C:2]1[CH:3]=[C:4]([CH:8]=[C:9]([NH:11][C:12]([O:14][C:15]([CH3:18])([CH3:17])[CH3:16])=[O:13])[CH:10]=1)[C:5](O)=[O:6].B. Product: [Br:1][C:2]1[CH:10]=[C:9]([NH:11][C:12](=[O:13])[O:14][C:15]([CH3:17])([CH3:16])[CH3:18])[CH:8]=[C:4]([CH2:5][OH:6])[CH:3]=1. The catalyst class is: 7. (7) Reactant: ClCCl.CS(C)=O.C(N(C(C)C)CC)(C)C.[OH:17][C@@H:18]([C@@H:29]([NH:34][C:35]([C@@H:37]1[CH2:41][CH2:40][CH2:39][N:38]1[C:42]([O:44][CH2:45][C:46]1[CH:51]=[CH:50][CH:49]=[CH:48][CH:47]=1)=[O:43])=[O:36])[CH2:30][CH2:31][CH2:32][CH3:33])[C:19]([NH:21][C@H:22]1[CH2:27][CH2:26][CH2:25][CH2:24][C@@H:23]1[OH:28])=[O:20]. Product: [O:20]=[C:19]([NH:21][C@H:22]1[CH2:27][CH2:26][CH2:25][CH2:24][C:23]1=[O:28])[C:18](=[O:17])[C@@H:29]([NH:34][C:35]([C@@H:37]1[CH2:41][CH2:40][CH2:39][N:38]1[C:42]([O:44][CH2:45][C:46]1[CH:51]=[CH:50][CH:49]=[CH:48][CH:47]=1)=[O:43])=[O:36])[CH2:30][CH2:31][CH2:32][CH3:33]. The catalyst class is: 16. (8) Reactant: [CH3:1][C:2]1([N:8]2[CH2:13][CH2:12][CH:11]([N:14]3[C@@H:18]4[CH2:19][CH2:20][CH2:21][CH2:22][C@H:17]4[NH:16][C:15]3=[O:23])[CH2:10][CH2:9]2)[CH2:7][CH2:6][NH:5][CH2:4][CH2:3]1.[CH:24]1([C:27](O)=[O:28])[CH2:26][CH2:25]1.CN(C(ON1N=NC2C=CC=NC1=2)=[N+](C)C)C.F[P-](F)(F)(F)(F)F.C(N(C(C)C)CC)(C)C. Product: [CH:24]1([C:27]([N:5]2[CH2:6][CH2:7][C:2]([N:8]3[CH2:13][CH2:12][CH:11]([N:14]4[C@@H:18]5[CH2:19][CH2:20][CH2:21][CH2:22][C@H:17]5[NH:16][C:15]4=[O:23])[CH2:10][CH2:9]3)([CH3:1])[CH2:3][CH2:4]2)=[O:28])[CH2:26][CH2:25]1. The catalyst class is: 3. (9) Reactant: [Br:1][C:2]1[CH:7]=[CH:6][C:5]([CH2:8][CH2:9][OH:10])=[CH:4][CH:3]=1.CCN(CC)CC.[C:18](Cl)(=[O:25])[C:19]1[CH:24]=[CH:23][CH:22]=[CH:21][CH:20]=1. Product: [C:18]([O:10][CH2:9][CH2:8][C:5]1[CH:6]=[CH:7][C:2]([Br:1])=[CH:3][CH:4]=1)(=[O:25])[C:19]1[CH:24]=[CH:23][CH:22]=[CH:21][CH:20]=1. The catalyst class is: 1. (10) Reactant: [CH3:1][O:2][C:3]1[C:4]([CH3:16])=[C:5]2[C:9](=[CH:10][CH:11]=1)/[C:8](=[CH:12]/[C:13]([OH:15])=[O:14])/[CH2:7][CH2:6]2.[CH2:17](N(CC)CC)C.[Si](C=[N+]=[N-])(C)(C)C. Product: [CH3:1][O:2][C:3]1[C:4]([CH3:16])=[C:5]2[C:9](=[CH:10][CH:11]=1)[C@@H:8]([CH2:12][C:13]([O:15][CH3:17])=[O:14])[CH2:7][CH2:6]2. The catalyst class is: 5.